This data is from Forward reaction prediction with 1.9M reactions from USPTO patents (1976-2016). The task is: Predict the product of the given reaction. (1) Given the reactants [Cl:1][C:2]1[CH:3]=[C:4]([CH:20]=[C:21]([Cl:23])[CH:22]=1)[CH2:5][C:6]1[C:7]([CH3:19])=[N:8][C:9]2[N:10]([N:13]=[CH:14][C:15]=2[C:16]([OH:18])=O)[C:11]=1[CH3:12].Cl.[NH2:25][CH2:26][CH2:27][C:28]([NH2:30])=[O:29].CN(C(ON1N=NC2C=CC=CC1=2)=[N+](C)C)C.[B-](F)(F)(F)F.C(N(CC)CC)C, predict the reaction product. The product is: [NH2:30][C:28](=[O:29])[CH2:27][CH2:26][NH:25][C:16]([C:15]1[CH:14]=[N:13][N:10]2[C:11]([CH3:12])=[C:6]([CH2:5][C:4]3[CH:20]=[C:21]([Cl:23])[CH:22]=[C:2]([Cl:1])[CH:3]=3)[C:7]([CH3:19])=[N:8][C:9]=12)=[O:18]. (2) Given the reactants [CH3:1][O:2][C:3]1[CH:4]=[C:5]2[C:10](=[CH:11][C:12]=1[O:13][CH3:14])[N:9]=[CH:8][CH:7]=[C:6]2[N:15]1[CH2:21][C:20]2[CH:22]=[C:23](Br)[CH:24]=[CH:25][C:19]=2[O:18][CH2:17][CH2:16]1.[NH2:27][C:28]1[CH:33]=[CH:32][C:31](B2OC(C)(C)C(C)(C)O2)=[CH:30][C:29]=1[N+:43]([O-:45])=[O:44].C(=O)([O-])[O-].[K+].[K+].C(OCC)(=O)C, predict the reaction product. The product is: [CH3:1][O:2][C:3]1[CH:4]=[C:5]2[C:10](=[CH:11][C:12]=1[O:13][CH3:14])[N:9]=[CH:8][CH:7]=[C:6]2[N:15]1[CH2:21][C:20]2[CH:22]=[C:23]([C:31]3[CH:32]=[CH:33][C:28]([NH2:27])=[C:29]([N+:43]([O-:45])=[O:44])[CH:30]=3)[CH:24]=[CH:25][C:19]=2[O:18][CH2:17][CH2:16]1. (3) The product is: [F:1][C:2]1[CH:10]=[C:9]2[C:5]([CH:6]=[CH:7][NH:8]2)=[CH:4][C:3]=1[CH:21]=[N:23][OH:24]. Given the reactants [F:1][C:2]1[CH:10]=[C:9]2[C:5]([CH:6]=[CH:7][N:8]2[Si](C(C)C)(C(C)C)C(C)C)=[CH:4][C:3]=1[CH:21]=O.[NH2:23][OH:24].Cl, predict the reaction product. (4) Given the reactants C[O:2][C:3]([C:5]1[CH:10]=[N:9][C:8]([Cl:11])=[CH:7][N:6]=1)=[O:4].[OH-].[Na+], predict the reaction product. The product is: [Cl:11][C:8]1[N:9]=[CH:10][C:5]([C:3]([OH:4])=[O:2])=[N:6][CH:7]=1. (5) Given the reactants C1(P(C2CCCCC2)C2(OC)[CH2:13][CH:12]=[CH:11][C:10](OC)=[C:9]2[C:16]2[CH:21]=[CH:20][CH:19]=[CH:18][CH:17]=2)CCCCC1.Br[C:31]1[C:32]2[C:37]([C:38](Br)=[C:39]3[C:44]=1[CH:43]=[CH:42][CH:41]=[CH:40]3)=[CH:36][CH:35]=[CH:34][CH:33]=2.[CH:46]12[CH2:59][CH:49]([C:50]3[C:51](B(O)O)=[CH:52][CH:53]=[CH:54][C:55]=31)[CH2:48][CH2:47]2.P([O-])([O-])([O-])=O.[K+].[K+].[K+], predict the reaction product. The product is: [CH:46]12[CH2:59][CH:49]([C:50]3[C:55]1=[CH:54][CH:53]=[CH:52][C:51]=3[C:31]1[C:32]3[C:37]([C:38]([C:21]4[CH:20]=[CH:19][CH:18]=[C:17]5[C:16]=4[CH:9]4[CH2:10][CH:11]5[CH2:12][CH2:13]4)=[C:39]4[C:44]=1[CH:43]=[CH:42][CH:41]=[CH:40]4)=[CH:36][CH:35]=[CH:34][CH:33]=3)[CH2:48][CH2:47]2. (6) The product is: [F:21][C:22]1[CH:28]=[CH:27][C:25]([NH2:26])=[C:24]([C:2]2[CH:7]=[CH:6][N:5]=[C:4]3[NH:8][C:9]([C:11]4[CH2:12][CH2:13][N:14]([S:17]([CH3:20])(=[O:19])=[O:18])[CH2:15][CH:16]=4)=[CH:10][C:3]=23)[CH:23]=1. Given the reactants Br[C:2]1[CH:7]=[CH:6][N:5]=[C:4]2[NH:8][C:9]([C:11]3[CH2:12][CH2:13][N:14]([S:17]([CH3:20])(=[O:19])=[O:18])[CH2:15][CH:16]=3)=[CH:10][C:3]=12.[F:21][C:22]1[CH:28]=[CH:27][C:25]([NH2:26])=[C:24](B2OC(C)(C)C(C)(C)O2)[CH:23]=1.C(=O)([O-])[O-].[Na+].[Na+], predict the reaction product. (7) The product is: [Cl:1][C:2]1[CH:3]=[C:4]([N:27]2[C:32](=[O:33])[NH:31][C:30](=[O:34])[CH:29]=[N:28]2)[CH:5]=[C:6]([Cl:26])[C:7]=1[O:8][C:9]1[CH:14]=[CH:13][C:12]([OH:15])=[C:11]([S:17]([N:20]2[CH2:21][CH2:22][CH2:23][CH2:24][CH2:25]2)(=[O:18])=[O:19])[CH:10]=1. Given the reactants [Cl:1][C:2]1[CH:3]=[C:4]([N:27]2[C:32](=[O:33])[NH:31][C:30](=[O:34])[CH:29]=[N:28]2)[CH:5]=[C:6]([Cl:26])[C:7]=1[O:8][C:9]1[CH:14]=[CH:13][C:12]([O:15]C)=[C:11]([S:17]([N:20]2[CH2:25][CH2:24][CH2:23][CH2:22][CH2:21]2)(=[O:19])=[O:18])[CH:10]=1.B(Br)(Br)Br, predict the reaction product.